Task: Regression. Given a peptide amino acid sequence and an MHC pseudo amino acid sequence, predict their binding affinity value. This is MHC class I binding data.. Dataset: Peptide-MHC class I binding affinity with 185,985 pairs from IEDB/IMGT (1) The peptide sequence is YHLGGIEGL. The binding affinity (normalized) is 0.0847. The MHC is HLA-A26:02 with pseudo-sequence HLA-A26:02. (2) The peptide sequence is TYQWIIRNW. The MHC is HLA-B27:05 with pseudo-sequence HLA-B27:05. The binding affinity (normalized) is 0.0847. (3) The peptide sequence is IMSMMNITR. The MHC is HLA-A11:01 with pseudo-sequence HLA-A11:01. The binding affinity (normalized) is 0.620. (4) The peptide sequence is FFASFYYIW. The MHC is HLA-A01:01 with pseudo-sequence HLA-A01:01. The binding affinity (normalized) is 0.0263.